Dataset: NCI-60 drug combinations with 297,098 pairs across 59 cell lines. Task: Regression. Given two drug SMILES strings and cell line genomic features, predict the synergy score measuring deviation from expected non-interaction effect. (1) Drug 1: CC(CN1CC(=O)NC(=O)C1)N2CC(=O)NC(=O)C2. Drug 2: B(C(CC(C)C)NC(=O)C(CC1=CC=CC=C1)NC(=O)C2=NC=CN=C2)(O)O. Cell line: A549. Synergy scores: CSS=38.0, Synergy_ZIP=1.37, Synergy_Bliss=3.68, Synergy_Loewe=6.15, Synergy_HSA=6.16. (2) Drug 1: CS(=O)(=O)C1=CC(=C(C=C1)C(=O)NC2=CC(=C(C=C2)Cl)C3=CC=CC=N3)Cl. Drug 2: CCN(CC)CCNC(=O)C1=C(NC(=C1C)C=C2C3=C(C=CC(=C3)F)NC2=O)C. Cell line: HCT116. Synergy scores: CSS=2.97, Synergy_ZIP=-0.795, Synergy_Bliss=-1.00, Synergy_Loewe=-3.02, Synergy_HSA=-2.56. (3) Drug 1: CCC1=CC2CC(C3=C(CN(C2)C1)C4=CC=CC=C4N3)(C5=C(C=C6C(=C5)C78CCN9C7C(C=CC9)(C(C(C8N6C)(C(=O)OC)O)OC(=O)C)CC)OC)C(=O)OC.C(C(C(=O)O)O)(C(=O)O)O. Drug 2: C1=C(C(=O)NC(=O)N1)F. Cell line: KM12. Synergy scores: CSS=48.8, Synergy_ZIP=-13.7, Synergy_Bliss=-18.8, Synergy_Loewe=-11.8, Synergy_HSA=-9.85. (4) Drug 1: C(CC(=O)O)C(=O)CN.Cl. Drug 2: C(CCl)NC(=O)N(CCCl)N=O. Cell line: CAKI-1. Synergy scores: CSS=27.6, Synergy_ZIP=-8.53, Synergy_Bliss=-3.86, Synergy_Loewe=-0.622, Synergy_HSA=-0.360. (5) Drug 1: C1CCC(C1)C(CC#N)N2C=C(C=N2)C3=C4C=CNC4=NC=N3. Drug 2: CN(CCCl)CCCl.Cl. Cell line: ACHN. Synergy scores: CSS=29.9, Synergy_ZIP=1.72, Synergy_Bliss=4.24, Synergy_Loewe=-1.68, Synergy_HSA=3.69. (6) Drug 1: C1CNP(=O)(OC1)N(CCCl)CCCl. Drug 2: CC12CCC3C(C1CCC2OP(=O)(O)O)CCC4=C3C=CC(=C4)OC(=O)N(CCCl)CCCl.[Na+]. Cell line: PC-3. Synergy scores: CSS=7.60, Synergy_ZIP=-1.40, Synergy_Bliss=-0.229, Synergy_Loewe=0.166, Synergy_HSA=-3.70. (7) Drug 1: CC(C1=C(C=CC(=C1Cl)F)Cl)OC2=C(N=CC(=C2)C3=CN(N=C3)C4CCNCC4)N. Drug 2: C1=NC2=C(N=C(N=C2N1C3C(C(C(O3)CO)O)F)Cl)N. Cell line: MDA-MB-435. Synergy scores: CSS=17.5, Synergy_ZIP=-7.51, Synergy_Bliss=-3.37, Synergy_Loewe=-7.48, Synergy_HSA=-3.95. (8) Drug 1: CC=C1C(=O)NC(C(=O)OC2CC(=O)NC(C(=O)NC(CSSCCC=C2)C(=O)N1)C(C)C)C(C)C. Drug 2: CCCCC(=O)OCC(=O)C1(CC(C2=C(C1)C(=C3C(=C2O)C(=O)C4=C(C3=O)C=CC=C4OC)O)OC5CC(C(C(O5)C)O)NC(=O)C(F)(F)F)O. Cell line: SK-OV-3. Synergy scores: CSS=21.1, Synergy_ZIP=6.80, Synergy_Bliss=10.7, Synergy_Loewe=7.96, Synergy_HSA=9.30. (9) Synergy scores: CSS=7.36, Synergy_ZIP=5.29, Synergy_Bliss=8.28, Synergy_Loewe=1.92, Synergy_HSA=2.91. Drug 2: C1CC(C1)(C(=O)O)C(=O)O.[NH2-].[NH2-].[Pt+2]. Cell line: OVCAR-5. Drug 1: CCCS(=O)(=O)NC1=C(C(=C(C=C1)F)C(=O)C2=CNC3=C2C=C(C=N3)C4=CC=C(C=C4)Cl)F.